This data is from Reaction yield outcomes from USPTO patents with 853,638 reactions. The task is: Predict the reaction yield, written as a fraction of the theoretical maximum amount of product (1.0 means a 100% yield; for example, 0.34 means a 34% yield). (1) The reactants are [CH3:1][O:2][C:3]([C:5]1[C:13]([NH:14][C:15]2[CH:20]=[CH:19][C:18]([Br:21])=[CH:17][C:16]=2[Cl:22])=[C:12]([F:23])[C:8]2[N:9]=[CH:10][NH:11][C:7]=2[CH:6]=1)=[O:4].C([O-])([O-])=O.[K+].[K+].[C:30]([O:34][C:35]([CH3:38])([CH3:37])[CH3:36])(=[O:33])[CH:31]=[CH2:32]. The catalyst is CN(C=O)C.C(OCC)(=O)C. The product is [CH3:1][O:2][C:3]([C:5]1[C:13]([NH:14][C:15]2[CH:20]=[CH:19][C:18]([Br:21])=[CH:17][C:16]=2[Cl:22])=[C:12]([F:23])[C:8]2[N:9]=[CH:10][N:11]([CH2:32][CH2:31][C:30]([O:34][C:35]([CH3:38])([CH3:37])[CH3:36])=[O:33])[C:7]=2[CH:6]=1)=[O:4]. The yield is 0.620. (2) The reactants are [CH2:1]([O:3][CH:4]([O:19][CH2:20][CH3:21])[C@@H:5]([NH:7][CH2:8][C:9]1[C:18]2[C:13](=[CH:14][CH:15]=[CH:16][CH:17]=2)[CH:12]=[CH:11][CH:10]=1)[CH3:6])[CH3:2].[NH:22]([C:35]([O:37][CH2:38][CH:39]1[C:51]2[C:46](=[CH:47][CH:48]=[CH:49][CH:50]=2)[C:45]2[C:40]1=[CH:41][CH:42]=[CH:43][CH:44]=2)=[O:36])[C@H:23]([C:32](O)=[O:33])[CH2:24][C:25](=[O:31])[O:26][C:27]([CH3:30])([CH3:29])[CH3:28].CN(C(ON1N=NC2C=CC=NC1=2)=[N+](C)C)C.F[P-](F)(F)(F)(F)F.CCN(C(C)C)C(C)C. The catalyst is CN(C=O)C.CC(=O)OCC.O. The product is [CH:41]1[C:40]2[CH:39]([CH2:38][O:37][C:35]([NH:22][C@H:23]([C:32]([N:7]([C@@H:5]([CH3:6])[CH:4]([O:3][CH2:1][CH3:2])[O:19][CH2:20][CH3:21])[CH2:8][C:9]3[C:18]4[C:13](=[CH:14][CH:15]=[CH:16][CH:17]=4)[CH:12]=[CH:11][CH:10]=3)=[O:33])[CH2:24][C:25]([O:26][C:27]([CH3:28])([CH3:30])[CH3:29])=[O:31])=[O:36])[C:51]3[C:46](=[CH:47][CH:48]=[CH:49][CH:50]=3)[C:45]=2[CH:44]=[CH:43][CH:42]=1. The yield is 0.640. (3) The reactants are Cl[CH2:2][CH2:3][CH2:4][N:5]1[C:14]2[C:9](=[C:10]([CH3:15])[CH:11]=[CH:12][CH:13]=2)[CH2:8][CH2:7][C:6]1=[O:16].[CH2:17]([CH:21]1[CH2:26][CH2:25][NH:24][CH2:23][CH2:22]1)[CH2:18][CH2:19][CH3:20].C([O-])([O-])=O.[K+].[K+]. The yield is 0.740. The catalyst is CC#N. The product is [CH2:17]([CH:21]1[CH2:26][CH2:25][N:24]([CH2:2][CH2:3][CH2:4][N:5]2[C:14]3[C:9](=[C:10]([CH3:15])[CH:11]=[CH:12][CH:13]=3)[CH2:8][CH2:7][C:6]2=[O:16])[CH2:23][CH2:22]1)[CH2:18][CH2:19][CH3:20].